Dataset: Catalyst prediction with 721,799 reactions and 888 catalyst types from USPTO. Task: Predict which catalyst facilitates the given reaction. (1) Reactant: [Cl:1][C:2]1[CH:11]=[C:10](Cl)[CH:9]=[C:8]2[C:3]=1[C:4](=[O:21])[C:5]([CH3:20])([C:14]1[CH:19]=[CH:18][CH:17]=[CH:16][CH:15]=1)[C:6](=[O:13])[NH:7]2.C([O-])([O-])=O.[K+].[K+].[CH2:28]([N:30](CC)[CH2:31]C)C.Cl.CNC. Product: [Cl:1][C:2]1[CH:11]=[C:10]([N:30]([CH3:31])[CH3:28])[CH:9]=[C:8]2[C:3]=1[C:4](=[O:21])[C:5]([CH3:20])([C:14]1[CH:19]=[CH:18][CH:17]=[CH:16][CH:15]=1)[C:6](=[O:13])[NH:7]2. The catalyst class is: 23. (2) Reactant: CC1(C)CCCC(C)(C)N1.[Li]CCCC.[N:16]1[CH:21]=[CH:20][CH:19]=[CH:18][N:17]=1.[CH:22]1([C:25]2[N:29]([C:30]([O:32][C:33]([CH3:36])([CH3:35])[CH3:34])=[O:31])[C:28]3[CH:37]=[C:38]([C:47]4[C:48]([CH3:53])=[N:49][O:50][C:51]=4[CH3:52])[CH:39]=[C:40]([C:41](=[O:46])N(OC)C)[C:27]=3[N:26]=2)[CH2:24][CH2:23]1. Product: [CH:22]1([C:25]2[N:29]([C:30]([O:32][C:33]([CH3:36])([CH3:35])[CH3:34])=[O:31])[C:28]3[CH:37]=[C:38]([C:47]4[C:48]([CH3:53])=[N:49][O:50][C:51]=4[CH3:52])[CH:39]=[C:40]([C:41]([C:21]4[N:16]=[N:17][CH:18]=[CH:19][CH:20]=4)=[O:46])[C:27]=3[N:26]=2)[CH2:23][CH2:24]1. The catalyst class is: 1. (3) Reactant: [C:1]([O:5][C:6](=[O:35])[NH:7][C@@H:8]([CH2:26][O:27][CH2:28][C:29]1[CH:34]=[CH:33][CH:32]=[CH:31][CH:30]=1)[CH2:9][O:10][C:11]([C:20]1[CH:25]=[CH:24][CH:23]=[CH:22][CH:21]=1)([C:14]1[CH:19]=[CH:18][CH:17]=[CH:16][CH:15]=1)[CH2:12]I)([CH3:4])([CH3:3])[CH3:2].[H-].[Na+]. Product: [C:1]([O:5][C:6]([N:7]1[C@@H:8]([CH2:26][O:27][CH2:28][C:29]2[CH:34]=[CH:33][CH:32]=[CH:31][CH:30]=2)[CH2:9][O:10][C:11]([C:20]2[CH:25]=[CH:24][CH:23]=[CH:22][CH:21]=2)([C:14]2[CH:19]=[CH:18][CH:17]=[CH:16][CH:15]=2)[CH2:12]1)=[O:35])([CH3:4])([CH3:3])[CH3:2]. The catalyst class is: 42.